Dataset: Forward reaction prediction with 1.9M reactions from USPTO patents (1976-2016). Task: Predict the product of the given reaction. (1) Given the reactants C(O[C:4](=O)[C:5]1[CH:10]=[CH:9][CH:8]=[CH:7][CH:6]=1)=O.[CH:12]([O-:14])=[O:13].[NH4+:15], predict the reaction product. The product is: [CH:8]1[CH:7]=[CH:6][C:5]([CH:4]([NH2:15])[C:12]([OH:14])=[O:13])=[CH:10][CH:9]=1. (2) Given the reactants [F:1][C:2]1[CH:3]=[CH:4][C:5]([O:27][CH3:28])=[C:6]([C:8]([CH3:26])([CH3:25])[CH2:9][C:10]([OH:24])([C:20]([F:23])([F:22])[F:21])[CH2:11][C:12]2[CH:19]=[CH:18][C:15]([CH:16]=[O:17])=[CH:14][CH:13]=2)[CH:7]=1.[Mn]([O-])(=O)(=O)=[O:30].[K+], predict the reaction product. The product is: [F:1][C:2]1[CH:3]=[CH:4][C:5]([O:27][CH3:28])=[C:6]([C:8]([CH3:26])([CH3:25])[CH2:9][C:10]([OH:24])([C:20]([F:23])([F:22])[F:21])[CH2:11][C:12]2[CH:19]=[CH:18][C:15]([C:16]([OH:30])=[O:17])=[CH:14][CH:13]=2)[CH:7]=1.